This data is from HIV replication inhibition screening data with 41,000+ compounds from the AIDS Antiviral Screen. The task is: Binary Classification. Given a drug SMILES string, predict its activity (active/inactive) in a high-throughput screening assay against a specified biological target. (1) The molecule is Nn1c(=O)[nH]c2ncn(Cc3ccccc3)c2c1=O. The result is 0 (inactive). (2) The compound is COC(=O)C(C(=NN)C(=O)Nc1cc(Cl)c(Cl)cc1Cl)c1nc2ccc(Cl)cc2nc1O. The result is 0 (inactive). (3) The compound is CCCC(=O)NC(NC1CCCCC1)(C(=O)OCC)C(F)(F)F. The result is 0 (inactive). (4) The drug is Cc1ccc(F)cc1NC(=O)ON=C(Cl)C(C)C. The result is 0 (inactive). (5) The molecule is CCN(CC)CCNc1ccc(C)c2sc3ccccc3c(=O)c12. The result is 0 (inactive).